Dataset: CYP2C9 inhibition data for predicting drug metabolism from PubChem BioAssay. Task: Regression/Classification. Given a drug SMILES string, predict its absorption, distribution, metabolism, or excretion properties. Task type varies by dataset: regression for continuous measurements (e.g., permeability, clearance, half-life) or binary classification for categorical outcomes (e.g., BBB penetration, CYP inhibition). Dataset: cyp2c9_veith. (1) The drug is CN[C@@H](C)CCC=C(C)C.CN[C@@H](C)CCC=C(C)C.O=C(O)[C@@H](O)[C@@H](O)[C@@H](O)[C@@H](O)C(=O)O. The result is 0 (non-inhibitor). (2) The drug is Nc1c(Br)cc(Br)cc1CNC1CCC(O)CC1. The result is 0 (non-inhibitor). (3) The drug is O=C(CCN1CCCCC1)N1CCc2c([nH]c3ccccc23)[C@H]1c1cccnc1. The result is 0 (non-inhibitor). (4) The result is 1 (inhibitor). The molecule is O=C(O)c1cccc(N2CCCC2=O)c1. (5) The drug is Cc1ccc(C(=O)NNC(=S)NC(=O)c2ccc(Cl)cc2)cc1. The result is 1 (inhibitor). (6) The result is 1 (inhibitor). The drug is CCOC(=O)c1c(CC(C)C)csc1NC=O.